Dataset: Full USPTO retrosynthesis dataset with 1.9M reactions from patents (1976-2016). Task: Predict the reactants needed to synthesize the given product. (1) Given the product [CH2:43]([O:45][C:46]1[CH:67]=[CH:66][CH:65]=[CH:64][C:47]=1[O:48][C@@H:49]1[CH2:54][CH2:53][CH2:52][N:51]([C:55]2[N:60]=[CH:59][C:58]([C:61]([NH:2][CH2:3][C:4]3[CH:5]=[C:6]([CH:11]=[CH:12][CH:13]=3)[C:7]([O:9][CH3:10])=[O:8])=[O:62])=[CH:57][N:56]=2)[CH2:50]1)[CH3:44], predict the reactants needed to synthesize it. The reactants are: Cl.[NH2:2][CH2:3][C:4]1[CH:5]=[C:6]([CH:11]=[CH:12][CH:13]=1)[C:7]([O:9][CH3:10])=[O:8].CN1CCOCC1.CCN=C=NCCCN(C)C.Cl.C1C=CC2N(O)N=NC=2C=1.[CH2:43]([O:45][C:46]1[CH:67]=[CH:66][CH:65]=[CH:64][C:47]=1[O:48][C@@H:49]1[CH2:54][CH2:53][CH2:52][N:51]([C:55]2[N:60]=[CH:59][C:58]([C:61](O)=[O:62])=[CH:57][N:56]=2)[CH2:50]1)[CH3:44]. (2) Given the product [OH:2][CH2:3][C:5]1[O:6][C:7]2[C:13]([CH3:14])=[C:12]([CH3:15])[C:11]([OH:16])=[CH:10][C:8]=2[CH:9]=1, predict the reactants needed to synthesize it. The reactants are: C[O:2][C:3]([C:5]1[O:6][C:7]2[C:13]([CH3:14])=[C:12]([CH3:15])[C:11]([OH:16])=[CH:10][C:8]=2[CH:9]=1)=O.[H-].[Al+3].[Li+].[H-].[H-].[H-].O. (3) Given the product [C:1]([NH2:8])(=[O:36])[C:2]1[CH:7]=[CH:6][CH:5]=[CH:4][CH:3]=1, predict the reactants needed to synthesize it. The reactants are: [CH2:1]([N:8]1C[C@@H]2[C@H]([NH:8][CH2:1][C:2]3[C:7](C)=[CH:6][CH:5]=[CH:4][C:3]=32)C1)[C:2]1[CH:7]=[CH:6][CH:5]=[CH:4][CH:3]=1.C(N(CC)CC)C.C(Cl)(=[O:36])C1C=CC=CC=1. (4) Given the product [F:9][C:10]1[C:11]([C:18]2[CH:19]=[N:20][C:21]([CH:24]=[CH2:3])=[CH:22][CH:23]=2)=[CH:12][C:13]([O:16][CH3:17])=[N:14][CH:15]=1, predict the reactants needed to synthesize it. The reactants are: N#N.[CH3:3]C(C)([O-])C.[K+].[F:9][C:10]1[C:11]([C:18]2[CH:19]=[N:20][C:21]([CH:24]=O)=[CH:22][CH:23]=2)=[CH:12][C:13]([O:16][CH3:17])=[N:14][CH:15]=1. (5) Given the product [CH2:1]([O:8][C:9]1[N:14]=[CH:13][N:12]([CH2:15][C:16]([C:18]2[CH:23]=[CH:22][C:21]([CH2:24][Br:28])=[CH:20][CH:19]=2)=[O:17])[C:11](=[O:26])[CH:10]=1)[C:2]1[CH:7]=[CH:6][CH:5]=[CH:4][CH:3]=1, predict the reactants needed to synthesize it. The reactants are: [CH2:1]([O:8][C:9]1[N:14]=[CH:13][N:12]([CH2:15][C:16]([C:18]2[CH:23]=[CH:22][C:21]([CH2:24]O)=[CH:20][CH:19]=2)=[O:17])[C:11](=[O:26])[CH:10]=1)[C:2]1[CH:7]=[CH:6][CH:5]=[CH:4][CH:3]=1.P(Br)(Br)[Br:28].